Dataset: Full USPTO retrosynthesis dataset with 1.9M reactions from patents (1976-2016). Task: Predict the reactants needed to synthesize the given product. (1) Given the product [Cl:1][C:2]1[CH:7]=[CH:6][C:5]([O:8][CH2:16][C:15]([CH3:17])=[CH2:14])=[C:4]([O:9][CH3:10])[CH:3]=1, predict the reactants needed to synthesize it. The reactants are: [Cl:1][C:2]1[CH:7]=[CH:6][C:5]([OH:8])=[C:4]([O:9][CH3:10])[CH:3]=1.[H-].[Na+].Cl[CH2:14][C:15]([CH3:17])=[CH2:16].ClC1C=C(C2CCCCC2)C2OC(CO)CC=2C=1. (2) Given the product [N:63]1[C:62]2[C:65]3[CH:73]=[CH:72][CH:71]=[CH:70][C:66]=3[CH2:67][CH2:68][CH2:69][C:61]=2[CH:60]=[C:59]([N:57]2[C:1]([NH2:2])=[N:3][C:4]([NH:5][C:6]3[CH:7]=[CH:8][C:9]4[CH2:15][CH2:14][C@H:13]([N:16]5[CH2:17][CH2:18][CH2:19][CH2:20]5)[CH2:12][CH2:11][C:10]=4[CH:21]=3)=[N:58]2)[N:64]=1.[N:63]1[C:62]2[C:65]3[CH:73]=[CH:72][CH:71]=[CH:70][C:66]=3[CH2:67][CH2:68][CH2:69][C:61]=2[CH:60]=[C:59]([N:57]2[C:29]([NH2:30])=[N:31][C:32]([NH:33][C:34]3[CH:35]=[CH:36][C:37]4[CH2:43][CH2:42][C@@H:41]([N:44]5[CH2:45][CH2:46][CH2:47][CH2:48]5)[CH2:40][CH2:39][C:38]=4[CH:49]=3)=[N:58]2)[N:64]=1, predict the reactants needed to synthesize it. The reactants are: [C:1]([N:3]=[C:4](OC1C=CC=CC=1)[NH:5][C:6]1[CH:7]=[CH:8][C:9]2[CH2:15][CH2:14][C@H:13]([N:16]3[CH2:20][CH2:19][CH2:18][CH2:17]3)[CH2:12][CH2:11][C:10]=2[CH:21]=1)#[N:2].[C:29]([N:31]=[C:32](OC1C=CC=CC=1)[NH:33][C:34]1[CH:35]=[CH:36][C:37]2[CH2:43][CH2:42][C@@H:41]([N:44]3[CH2:48][CH2:47][CH2:46][CH2:45]3)[CH2:40][CH2:39][C:38]=2[CH:49]=1)#[N:30].[NH:57]([C:59]1[N:64]=[N:63][C:62]2[C:65]3[CH:73]=[CH:72][CH:71]=[CH:70][C:66]=3[CH2:67][CH2:68][CH2:69][C:61]=2[CH:60]=1)[NH2:58]. (3) Given the product [NH2:8][C@@H:9]1[C:15](=[O:16])[NH:14][C:13]2[CH:17]=[C:18]([F:21])[CH:19]=[CH:20][C:12]=2[O:11][C@@H:10]1[CH2:22][CH3:23], predict the reactants needed to synthesize it. The reactants are: C([N:8](CC1C=CC=CC=1)[C@@H:9]1[C:15](=[O:16])[NH:14][C:13]2[CH:17]=[C:18]([F:21])[CH:19]=[CH:20][C:12]=2[O:11][C@@H:10]1[CH2:22][CH3:23])C1C=CC=CC=1. (4) Given the product [CH2:27]([O:26][C:24](=[O:25])[C:23]([O:22][CH2:20][CH3:21])=[CH:13][C:12]1[CH:15]=[CH:16][C:9]([O:8][CH2:1][C:2]2[CH:7]=[CH:6][CH:5]=[CH:4][CH:3]=2)=[C:10]([O:17][CH3:18])[CH:11]=1)[CH3:28], predict the reactants needed to synthesize it. The reactants are: [CH2:1]([O:8][C:9]1[CH:16]=[CH:15][C:12]([CH:13]=O)=[CH:11][C:10]=1[O:17][CH3:18])[C:2]1[CH:7]=[CH:6][CH:5]=[CH:4][CH:3]=1.[Cl-].[CH2:20]([O:22][CH:23]([P+](C1C=CC=CC=1)(C1C=CC=CC=1)C1C=CC=CC=1)[C:24]([O:26][CH2:27][CH3:28])=[O:25])[CH3:21].C(=O)([O-])[O-].[K+].[K+]. (5) Given the product [CH3:1][O:2][C:3]([O:8][CH3:9])([CH2:6][O:7][CH2:24][CH2:23][CH2:22][CH2:21][CH2:20][CH2:19][CH2:18][CH2:17][CH2:16][CH2:15][CH2:14][CH2:13][CH2:27][CH3:28])[CH2:4][O:5][CH2:13][CH2:14][CH2:15][CH2:16][CH2:17][CH2:18][CH2:19][CH2:20][CH2:21][CH2:22][CH2:23][CH2:24][CH2:25][CH3:26], predict the reactants needed to synthesize it. The reactants are: [CH3:1][O:2][C:3]([O:8][CH3:9])([CH2:6][OH:7])[CH2:4][OH:5].[H-].[Na+].Br[CH2:13][CH2:14][CH2:15][CH2:16][CH2:17][CH2:18][CH2:19][CH2:20][CH2:21][CH2:22][CH2:23][CH2:24][CH2:25][CH3:26].[CH2:27](O)[CH3:28]. (6) The reactants are: Cl[C:2]1[CH:7]=[CH:6][C:5]([C:8]([CH3:10])=[CH2:9])=[CH:4][N:3]=1.[CH3:11][O:12][C:13]1[CH:18]=[CH:17][C:16]([NH:19][CH3:20])=[CH:15][CH:14]=1. Given the product [C:8]([C:5]1[CH:6]=[CH:7][C:2]([N:19]([C:16]2[CH:17]=[CH:18][C:13]([O:12][CH3:11])=[CH:14][CH:15]=2)[CH3:20])=[N:3][CH:4]=1)([CH3:10])=[CH2:9], predict the reactants needed to synthesize it. (7) Given the product [CH3:15][C:14]1[CH:13]=[C:12]([C:10]2[CH:9]=[CH:8][C:5]3[O:6][CH2:7][C:2](=[O:1])[NH:3][C:4]=3[CH:11]=2)[N:21]([CH2:20][C:19]([F:24])([F:23])[F:18])[N:22]=1, predict the reactants needed to synthesize it. The reactants are: [O:1]=[C:2]1[CH2:7][O:6][C:5]2[CH:8]=[CH:9][C:10]([C:12](=O)[CH2:13][C:14](=O)[CH3:15])=[CH:11][C:4]=2[NH:3]1.[F:18][C:19]([F:24])([F:23])[CH2:20][NH:21][NH2:22]. (8) Given the product [CH3:14][C:11]1[CH:12]=[CH:13][C:8]([NH2:7])=[CH:9][C:10]=1[C:15]1[CH:16]=[C:17]2[C:21](=[CH:22][CH:23]=1)[NH:20][C:19]1[N:24]=[CH:25][N:26]=[CH:27][C:18]2=1, predict the reactants needed to synthesize it. The reactants are: FC1C=C(C=CC=1)C([NH:7][C:8]1[CH:13]=[CH:12][C:11]([CH3:14])=[C:10]([C:15]2[CH:16]=[C:17]3[C:21](=[CH:22][CH:23]=2)[NH:20][C:19]2[N:24]=[CH:25][N:26]=[CH:27][C:18]3=2)[CH:9]=1)=O.O1CCOCC1.[OH-].[Na+].CCOC(C)=O. (9) Given the product [CH2:19]([O:26][C@@H:27]1[C@@H:35]([C@@H:36]([OH:37])[C:59]([F:62])([F:61])[F:60])[O:34][C@H:33]2[C@H:29]([N:30]=[C:31]([N:38]([CH3:46])[C:39](=[O:45])[O:40][C:41]([CH3:42])([CH3:44])[CH3:43])[S:32]2)[C@H:28]1[O:47][CH2:48][C:49]1[CH:50]=[CH:51][CH:52]=[CH:53][CH:54]=1)[C:20]1[CH:21]=[CH:22][CH:23]=[CH:24][CH:25]=1, predict the reactants needed to synthesize it. The reactants are: CCCC[N+](CCCC)(CCCC)CCCC.[F-].[CH2:19]([O:26][C@@H:27]1[C@@H:35]([CH:36]=[O:37])[O:34][C@H:33]2[C@H:29]([N:30]=[C:31]([N:38]([CH3:46])[C:39](=[O:45])[O:40][C:41]([CH3:44])([CH3:43])[CH3:42])[S:32]2)[C@H:28]1[O:47][CH2:48][C:49]1[CH:54]=[CH:53][CH:52]=[CH:51][CH:50]=1)[C:20]1[CH:25]=[CH:24][CH:23]=[CH:22][CH:21]=1.[Si]([C:59]([F:62])([F:61])[F:60])(C)(C)C.